This data is from Catalyst prediction with 721,799 reactions and 888 catalyst types from USPTO. The task is: Predict which catalyst facilitates the given reaction. (1) Reactant: [CH:1]1([N:8](C)[C:9]2[N:14]=[C:13]([NH:15][C:16]3[CH:21]=[CH:20][C:19]([O:22][CH3:23])=[C:18]([F:24])[CH:17]=3)[N:12]=[C:11]([NH:25][CH:26]3[CH2:31][CH2:30][N:29]([CH3:32])[CH2:28][CH2:27]3)[N:10]=2)[CH2:7][CH2:6][CH2:5][CH2:4][CH2:3][CH2:2]1.[C:34]([OH:41])(=[O:40])[CH2:35][CH2:36][C:37]([OH:39])=[O:38]. Product: [C:34]([OH:41])(=[O:40])[CH2:35][CH2:36][C:37]([OH:39])=[O:38].[CH:1]1([NH:8][C:9]2[N:14]=[C:13]([NH:15][C:16]3[CH:21]=[CH:20][C:19]([O:22][CH3:23])=[C:18]([F:24])[CH:17]=3)[N:12]=[C:11]([N:25]([CH3:34])[CH:26]3[CH2:27][CH2:28][N:29]([CH3:32])[CH2:30][CH2:31]3)[N:10]=2)[CH2:7][CH2:6][CH2:5][CH2:4][CH2:3][CH2:2]1. The catalyst class is: 5. (2) Reactant: [Br:1][C:2]1[CH:3]=[CH:4][CH:5]=[C:6]2[C:11]=1[N:10]=[C:9]([OH:12])[CH:8]=[C:7]2O.[Cl:14][C:15]1[CH:16]=[C:17]([CH:19]=[CH:20][C:21]=1Cl)[NH2:18].[ClH:23]. Product: [Br:1][C:2]1[CH:3]=[CH:4][CH:5]=[C:6]2[C:11]=1[N:10]=[C:9]([OH:12])[CH:8]=[C:7]2[NH:18][C:17]1[CH:19]=[CH:20][CH:21]=[C:15]([Cl:14])[C:16]=1[Cl:23]. The catalyst class is: 37. (3) Reactant: [CH3:1][N:2]1[CH2:7][CH2:6][NH:5][CH2:4][CH2:3]1.[C:8]([NH:11][C:12]1[S:13][C:14]([S:18](Cl)(=[O:20])=[O:19])=[C:15]([CH3:17])[N:16]=1)(=[O:10])[CH3:9].C([N:24](CC)CC)C. Product: [CH3:1][N:2]1[CH2:7][CH2:6][N:5]([NH:24][S:18]([C:14]2[S:13][C:12]([NH:11][C:8](=[O:10])[CH3:9])=[N:16][C:15]=2[CH3:17])(=[O:20])=[O:19])[CH2:4][CH2:3]1. The catalyst class is: 1. (4) Reactant: Cl[C:2]1[C:7]([F:8])=[C:6]([O:9][CH2:10][C:11]#[C:12][CH3:13])[N:5]=[CH:4][N:3]=1.C(=O)([O-])[O-].[K+].[K+].[F:20][C:21]1[CH:26]=[CH:25][CH:24]=[C:23]([F:27])[C:22]=1[OH:28].[Cl-].[NH4+]. Product: [CH2:10]([O:9][C:6]1[C:7]([F:8])=[C:2]([O:28][C:22]2[C:21]([F:20])=[CH:26][CH:25]=[CH:24][C:23]=2[F:27])[N:3]=[CH:4][N:5]=1)[C:11]#[C:12][CH3:13]. The catalyst class is: 9. (5) Reactant: [CH2:1]([O:8][C:9]([NH:11][C@@H:12]1[CH2:15][C@H:14]([C:16](O)=[O:17])[C:13]1([CH3:20])[CH3:19])=[O:10])[C:2]1[CH:7]=[CH:6][CH:5]=[CH:4][CH:3]=1.[Cl-].[NH4+].F[P-](F)(F)(F)(F)F.[N:30]1(OC(N(C)C)=[N+](C)C)C2N=CC=CC=2N=N1. The catalyst class is: 3. Product: [C:16]([C@H:14]1[CH2:15][C@@H:12]([NH:11][C:9](=[O:10])[O:8][CH2:1][C:2]2[CH:7]=[CH:6][CH:5]=[CH:4][CH:3]=2)[C:13]1([CH3:20])[CH3:19])(=[O:17])[NH2:30]. (6) Reactant: [Cl:1][C:2]1[N:3]=[C:4]([C:16](=[O:27])[CH2:17][C:18]2[CH:19]=[CH:20][C:21]([F:26])=[C:22]([CH:25]=2)[C:23]#[N:24])[N:5](COCC[Si](C)(C)C)[C:6]=1[Cl:7].C(O)C.Cl. Product: [Cl:7][C:6]1[N:5]=[C:4]([C:16](=[O:27])[CH2:17][C:18]2[CH:19]=[CH:20][C:21]([F:26])=[C:22]([CH:25]=2)[C:23]#[N:24])[NH:3][C:2]=1[Cl:1]. The catalyst class is: 25. (7) Reactant: CN1C2CCCC1C[CH:5]([C:11]1[N:16]=N[C:14]([C:17]#[C:18][C:19]3[CH:24]=[CH:23][C:22]([NH:25][C:26](=O)[CH3:27])=[CH:21][CH:20]=3)=[CH:13][CH:12]=1)[CH2:6]2.[OH-].[Na+]. Product: [CH3:26][N:25]1[CH:27]2[CH2:19][CH2:20][CH2:21][CH:22]1[CH2:23][N:25]([C:22]1[CH:21]=[CH:20][C:19]([C:18]#[C:17][C:14]3[CH:6]=[CH:5][C:11]([NH2:16])=[CH:12][CH:13]=3)=[CH:24][CH:23]=1)[CH2:26]2. The catalyst class is: 8. (8) Reactant: [Br:1][C:2]1[O:6][C:5]([C:7]([OH:9])=O)=[CH:4][CH:3]=1.S(Cl)(Cl)=O.BrC1OC(C(Cl)=O)=CC=1.O.[NH2:24][NH2:25]. Product: [Br:1][C:2]1[O:6][C:5]([C:7]([NH:24][NH2:25])=[O:9])=[CH:4][CH:3]=1. The catalyst class is: 6.